From a dataset of Forward reaction prediction with 1.9M reactions from USPTO patents (1976-2016). Predict the product of the given reaction. (1) Given the reactants [CH2:1]([O:3][C:4](=[O:19])[C:5]([C:10]([C:12]1[C:17]([Cl:18])=[CH:16][CH:15]=[CH:14][N:13]=1)=O)=[CH:6][N:7](C)C)[CH3:2].O.O.O.[F:23][C:24]([F:29])([F:28])[CH2:25][NH:26]N, predict the reaction product. The product is: [Cl:18][C:17]1[C:12]([C:10]2[N:26]([CH2:25][C:24]([F:29])([F:28])[F:23])[N:7]=[CH:6][C:5]=2[C:4]([O:3][CH2:1][CH3:2])=[O:19])=[N:13][CH:14]=[CH:15][CH:16]=1. (2) Given the reactants [Cl:1][C:2]1[CH:11]=[C:10]2[C:5]([CH:6]=[C:7]([C:13]3[C:14]([F:21])=[CH:15][C:16]([F:20])=[C:17]([CH:19]=3)[NH2:18])[C:8]([CH3:12])=[N:9]2)=[CH:4][N:3]=1.[C:22](O[C:22]([O:24][C:25]([CH3:28])([CH3:27])[CH3:26])=[O:23])([O:24][C:25]([CH3:28])([CH3:27])[CH3:26])=[O:23], predict the reaction product. The product is: [Cl:1][C:2]1[CH:11]=[C:10]2[C:5]([CH:6]=[C:7]([C:13]3[C:14]([F:21])=[CH:15][C:16]([F:20])=[C:17]([NH:18][C:22](=[O:23])[O:24][C:25]([CH3:28])([CH3:27])[CH3:26])[CH:19]=3)[C:8]([CH3:12])=[N:9]2)=[CH:4][N:3]=1. (3) Given the reactants O1[CH:5]=[CH:4][CH:3]=[C:2]1[C:6]([O:8][CH3:9])=[O:7].[Cl:10][C:11]1[CH:16]=[CH:15][CH:14]=[CH:13][CH:12]=1.[Al+3].[Cl-].[Cl-].[Cl-], predict the reaction product. The product is: [CH3:9][O:8][C:6]([C:2]1[C:15]2[C:14](=[CH:13][CH:12]=[C:11]([Cl:10])[CH:16]=2)[CH:5]=[CH:4][CH:3]=1)=[O:7]. (4) The product is: [NH2:17][C:16]1[C:10]2[O:9][C:8]([C:5]3[CH:4]=[CH:3][C:2]([OH:1])=[CH:7][CH:6]=3)=[CH:12][C:11]=2[CH:13]=[C:14]([OH:20])[CH:15]=1. Given the reactants [OH:1][C:2]1[CH:7]=[CH:6][C:5]([C:8]2[O:9][C:10]3[C:16]([N+:17]([O-])=O)=[CH:15][C:14]([OH:20])=[CH:13][C:11]=3[CH:12]=2)=[CH:4][CH:3]=1, predict the reaction product. (5) Given the reactants [CH3:1][C:2]1[CH:10]=[CH:9][CH:8]=[C:7]([O:11][C:12]2[CH:17]=[CH:16][CH:15]=[CH:14][CH:13]=2)[C:3]=1[C:4]([OH:6])=[O:5].S(=O)(=O)(O)O.[CH3:23]O, predict the reaction product. The product is: [CH3:23][O:5][C:4](=[O:6])[C:3]1[C:7]([O:11][C:12]2[CH:17]=[CH:16][CH:15]=[CH:14][CH:13]=2)=[CH:8][CH:9]=[CH:10][C:2]=1[CH3:1]. (6) Given the reactants [CH3:1][S:2]([NH:5][C:6]1[CH:11]=[CH:10][C:9](B(O)O)=[CH:8][CH:7]=1)(=[O:4])=[O:3].Cl[C:16]1[N:21]=[C:20]([NH2:22])[N:19]=[C:18]([NH:23][CH3:24])[CH:17]=1, predict the reaction product. The product is: [NH2:22][C:20]1[N:21]=[C:16]([C:9]2[CH:10]=[CH:11][C:6]([NH:5][S:2]([CH3:1])(=[O:4])=[O:3])=[CH:7][CH:8]=2)[CH:17]=[C:18]([NH:23][CH3:24])[N:19]=1.